This data is from Full USPTO retrosynthesis dataset with 1.9M reactions from patents (1976-2016). The task is: Predict the reactants needed to synthesize the given product. (1) Given the product [NH2:33][C@H:30]1[CH2:31][CH2:32][C@H:27]([NH:34][C:2]2[CH:3]=[C:4]([NH:21][C:22]3[CH:26]=[CH:25][O:24][N:23]=3)[C:5]3[N:6]([C:8]([C:11]([NH:13][C:14]4[CH:19]=[CH:18][N:17]=[CH:16][C:15]=4[F:20])=[O:12])=[CH:9][N:10]=3)[N:7]=2)[CH2:28][CH2:29]1, predict the reactants needed to synthesize it. The reactants are: Cl[C:2]1[CH:3]=[C:4]([NH:21][C:22]2[CH:26]=[CH:25][O:24][N:23]=2)[C:5]2[N:6]([C:8]([C:11]([NH:13][C:14]3[CH:19]=[CH:18][N:17]=[CH:16][C:15]=3[F:20])=[O:12])=[CH:9][N:10]=2)[N:7]=1.[C@H:27]1([NH2:34])[CH2:32][CH2:31][C@H:30]([NH2:33])[CH2:29][CH2:28]1. (2) Given the product [NH2:1][C:4]1[N:9]=[CH:8][C:7]([O:10][C:11]2[CH:12]=[CH:13][C:14]([NH:17][C:18](=[O:27])[O:19][CH2:20][C:21]3[CH:22]=[CH:23][CH:24]=[CH:25][CH:26]=3)=[CH:15][CH:16]=2)=[CH:6][CH:5]=1, predict the reactants needed to synthesize it. The reactants are: [N+:1]([C:4]1[N:9]=[CH:8][C:7]([O:10][C:11]2[CH:16]=[CH:15][C:14]([NH:17][C:18](=[O:27])[O:19][CH2:20][C:21]3[CH:26]=[CH:25][CH:24]=[CH:23][CH:22]=3)=[CH:13][CH:12]=2)=[CH:6][CH:5]=1)([O-])=O.O.[Cl-].[Ca+2].[Cl-].